This data is from Peptide-MHC class II binding affinity with 134,281 pairs from IEDB. The task is: Regression. Given a peptide amino acid sequence and an MHC pseudo amino acid sequence, predict their binding affinity value. This is MHC class II binding data. (1) The peptide sequence is ELSAQYAEAASEVEE. The MHC is DRB1_0101 with pseudo-sequence DRB1_0101. The binding affinity (normalized) is 0.337. (2) The peptide sequence is IGSRGRRSCRAARRP. The MHC is HLA-DQA10501-DQB10301 with pseudo-sequence HLA-DQA10501-DQB10301. The binding affinity (normalized) is 0.359. (3) The peptide sequence is INLIIHYVDRPGALG. The MHC is DRB1_0701 with pseudo-sequence DRB1_0701. The binding affinity (normalized) is 0.710. (4) The peptide sequence is GLLSYVIGLLPQNMV. The MHC is DRB1_0101 with pseudo-sequence DRB1_0101. The binding affinity (normalized) is 0.999. (5) The peptide sequence is AFILDNDNLFPKV. The MHC is HLA-DQA10501-DQB10201 with pseudo-sequence HLA-DQA10501-DQB10201. The binding affinity (normalized) is 0.630. (6) The peptide sequence is LDMIITAVNSLISDN. The MHC is DRB5_0101 with pseudo-sequence DRB5_0101. The binding affinity (normalized) is 0.234. (7) The MHC is DRB3_0101 with pseudo-sequence DRB3_0101. The binding affinity (normalized) is 0.448. The peptide sequence is MEADVILPIGTRSVE.